From a dataset of Reaction yield outcomes from USPTO patents with 853,638 reactions. Predict the reaction yield, written as a fraction of the theoretical maximum amount of product (1.0 means a 100% yield; for example, 0.34 means a 34% yield). (1) The yield is 0.470. The catalyst is CN(C=O)C.CO. The product is [CH2:12]([N:11]([CH3:10])[C:42]([C:41]1[CH:40]=[C:39]([C:36]2[CH:37]=[CH:38][C:28]3[O:27][C:26]([C:23]4[CH:24]=[CH:25][C:20]([F:19])=[CH:21][CH:22]=4)=[C:30]([C:31]([NH:32][CH3:33])=[O:34])[C:29]=3[CH:35]=2)[CH:47]=[CH:46][CH:45]=1)=[O:43])[C:13]1[CH:18]=[CH:17][CH:16]=[CH:15][CH:14]=1. The reactants are CCN(C(C)C)C(C)C.[CH3:10][NH:11][CH2:12][C:13]1[CH:18]=[CH:17][CH:16]=[CH:15][CH:14]=1.[F:19][C:20]1[CH:25]=[CH:24][C:23]([C:26]2[O:27][C:28]3[CH:38]=[CH:37][C:36]([C:39]4[CH:40]=[C:41]([CH:45]=[CH:46][CH:47]=4)[C:42](O)=[O:43])=[CH:35][C:29]=3[C:30]=2[C:31](=[O:34])[NH:32][CH3:33])=[CH:22][CH:21]=1.CN(C(ON1N=NC2C=CC=NC1=2)=[N+](C)C)C.F[P-](F)(F)(F)(F)F. (2) The reactants are [Cl:1][S:2]([OH:5])(=O)=[O:3].[CH3:6][S:7]([C:10]1[CH:14]=[CH:13][S:12][CH:11]=1)(=[O:9])=[O:8]. No catalyst specified. The product is [CH3:6][S:7]([C:10]1[CH:14]=[C:13]([S:2]([Cl:1])(=[O:5])=[O:3])[S:12][CH:11]=1)(=[O:9])=[O:8]. The yield is 0.890. (3) The product is [F:42][C:2]([F:1])([F:41])[C:3]1[CH:4]=[C:5]([C@H:13]([N:15]([CH3:40])[C:16]([N:18]2[CH2:31][CH2:30][C@:21]3([NH:25][CH2:24][CH:23]([C:26]([O-:28])=[O:27])[CH2:22]3)[CH2:20][C@@H:19]2[C:32]2[CH:37]=[CH:36][C:35]([F:38])=[CH:34][C:33]=2[CH3:39])=[O:17])[CH3:14])[CH:6]=[C:7]([C:9]([F:10])([F:11])[F:12])[CH:8]=1.[Na+:44]. The reactants are [F:1][C:2]([F:42])([F:41])[C:3]1[CH:4]=[C:5]([C@H:13]([N:15]([CH3:40])[C:16]([N:18]2[CH2:31][CH2:30][C@:21]3([NH:25][CH2:24][CH:23]([C:26]([O:28]C)=[O:27])[CH2:22]3)[CH2:20][C@@H:19]2[C:32]2[CH:37]=[CH:36][C:35]([F:38])=[CH:34][C:33]=2[CH3:39])=[O:17])[CH3:14])[CH:6]=[C:7]([C:9]([F:12])([F:11])[F:10])[CH:8]=1.[OH-].[Na+:44]. The catalyst is CO.O. The yield is 0.910.